Dataset: Forward reaction prediction with 1.9M reactions from USPTO patents (1976-2016). Task: Predict the product of the given reaction. (1) Given the reactants [N+:1]([C:4]1[CH:5]=[CH:6][C:7]([CH:10]=O)=[N:8][CH:9]=1)([O-:3])=[O:2].[NH:12]1[CH2:16][CH2:15][CH2:14][CH2:13]1.[Na].C(O)(=O)C, predict the reaction product. The product is: [N+:1]([C:4]1[CH:5]=[CH:6][C:7]([CH2:10][N:12]2[CH2:16][CH2:15][CH2:14][CH2:13]2)=[N:8][CH:9]=1)([O-:3])=[O:2]. (2) Given the reactants [CH2:1]([OH:6])[C:2]([CH3:5])([CH3:4])[CH3:3].[H-].[Na+].[C:9]([O:13][C:14]([N:16]1[CH2:22][CH2:21][C:20]2[C:23]([S:28][CH2:29][C:30]3[N:31]=[N:32][C:33](Cl)=[CH:34][CH:35]=3)=[C:24]([Cl:27])[CH:25]=[CH:26][C:19]=2[CH2:18][CH2:17]1)=[O:15])([CH3:12])([CH3:11])[CH3:10], predict the reaction product. The product is: [C:9]([O:13][C:14]([N:16]1[CH2:22][CH2:21][C:20]2[C:23]([S:28][CH2:29][C:30]3[N:31]=[N:32][C:33]([O:6][CH2:1][C:2]([CH3:5])([CH3:4])[CH3:3])=[CH:34][CH:35]=3)=[C:24]([Cl:27])[CH:25]=[CH:26][C:19]=2[CH2:18][CH2:17]1)=[O:15])([CH3:12])([CH3:10])[CH3:11]. (3) Given the reactants Cl.[CH3:2][NH:3][CH3:4].[CH:5]([C:7]1[N:8]=[C:9]([NH:12][C:13]([C:15]2[C:16]3[N:17]=[CH:18][CH:19]=[N:20][C:21]=3[C:22]([C:25]3[C:30]([F:31])=[C:29]([O:32][CH3:33])[CH:28]=[C:27]([O:34][CH3:35])[C:26]=3[F:36])=[CH:23][CH:24]=2)=[O:14])[NH:10][CH:11]=1)=O, predict the reaction product. The product is: [CH3:2][N:3]([CH2:5][C:7]1[N:8]=[C:9]([NH:12][C:13]([C:15]2[C:16]3[N:17]=[CH:18][CH:19]=[N:20][C:21]=3[C:22]([C:25]3[C:30]([F:31])=[C:29]([O:32][CH3:33])[CH:28]=[C:27]([O:34][CH3:35])[C:26]=3[F:36])=[CH:23][CH:24]=2)=[O:14])[NH:10][CH:11]=1)[CH3:4]. (4) Given the reactants [CH:1]1([CH2:4][O:5][C:6]2[CH:11]=[C:10]([F:12])[C:9]([CH3:13])=[CH:8][C:7]=2[C:14]2[C:15]3[N:22]([CH2:23][O:24][CH2:25][CH2:26][Si:27]([CH3:30])([CH3:29])[CH3:28])[C:21]([CH3:31])=[C:20]([C:32]([OH:34])=O)[C:16]=3[N:17]=[CH:18][N:19]=2)[CH2:3][CH2:2]1.[NH2:35][C@@H:36]1[CH2:41][CH2:40][C@H:39]([NH:42][C:43](=[O:49])[O:44][C:45]([CH3:48])([CH3:47])[CH3:46])[CH2:38][CH2:37]1, predict the reaction product. The product is: [CH:1]1([CH2:4][O:5][C:6]2[CH:11]=[C:10]([F:12])[C:9]([CH3:13])=[CH:8][C:7]=2[C:14]2[C:15]3[N:22]([CH2:23][O:24][CH2:25][CH2:26][Si:27]([CH3:28])([CH3:30])[CH3:29])[C:21]([CH3:31])=[C:20]([C:32]([NH:35][C@@H:36]4[CH2:41][CH2:40][C@H:39]([NH:42][C:43](=[O:49])[O:44][C:45]([CH3:47])([CH3:46])[CH3:48])[CH2:38][CH2:37]4)=[O:34])[C:16]=3[N:17]=[CH:18][N:19]=2)[CH2:3][CH2:2]1. (5) Given the reactants [OH:1][CH:2]1[C:6]([O:7][CH3:8])=[C:5]([O:9][CH3:10])[C:4](=[O:11])[O:3]1.[CH3:12]O, predict the reaction product. The product is: [CH3:12][O:11][CH:4]1[C:5]([O:9][CH3:10])=[C:6]([O:7][CH3:8])[C:2](=[O:1])[O:3]1. (6) Given the reactants [Cl:1][CH:2]([Cl:35])[C:3]([N:5]([CH2:25][CH2:26][NH:27]C(=O)OC(C)(C)C)[C:6]1[CH:11]=[CH:10][CH:9]=[C:8]([C:12]2[O:16][N:15]=[C:14]([C:17]3[C:22]([Cl:23])=[CH:21][CH:20]=[CH:19][C:18]=3[Cl:24])[CH:13]=2)[CH:7]=1)=[O:4].[F:36][C:37]([F:42])([F:41])[C:38]([OH:40])=[O:39], predict the reaction product. The product is: [F:36][C:37]([F:42])([F:41])[C:38]([OH:40])=[O:39].[NH2:27][CH2:26][CH2:25][N:5]([C:6]1[CH:11]=[CH:10][CH:9]=[C:8]([C:12]2[O:16][N:15]=[C:14]([C:17]3[C:22]([Cl:23])=[CH:21][CH:20]=[CH:19][C:18]=3[Cl:24])[CH:13]=2)[CH:7]=1)[C:3](=[O:4])[CH:2]([Cl:1])[Cl:35]. (7) Given the reactants C(O[C:6]([N:8]1[CH2:12][C:11](=[CH:13][Cl:14])[CH2:10][C@H:9]1[C:15]([OH:17])=O)=[O:7])(C)(C)C.[C:18]1([C:27]2[CH:32]=[CH:31][CH:30]=[CH:29][CH:28]=2)[CH:23]=[CH:22][C:21](C(Cl)=O)=[CH:20][CH:19]=1.[CH3:33][O:34][CH2:35][CH2:36][NH2:37], predict the reaction product. The product is: [C:27]1([C:18]2[CH:19]=[CH:20][CH:21]=[CH:22][CH:23]=2)[CH:28]=[CH:29][C:30]([C:6]([N:8]2[CH2:12][C:11](=[CH:13][Cl:14])[CH2:10][C@H:9]2[C:15]([NH:37][CH2:36][CH2:35][O:34][CH3:33])=[O:17])=[O:7])=[CH:31][CH:32]=1.